The task is: Regression/Classification. Given a drug SMILES string, predict its absorption, distribution, metabolism, or excretion properties. Task type varies by dataset: regression for continuous measurements (e.g., permeability, clearance, half-life) or binary classification for categorical outcomes (e.g., BBB penetration, CYP inhibition). For this dataset (solubility_aqsoldb), we predict Y.. This data is from Aqueous solubility values for 9,982 compounds from the AqSolDB database. (1) The compound is CCCCCCCCCCCCCCCC(=O)OC1CC(C)(C)NC(C)(C)C1.CCCCCCCCCCCCCCCCCC(=O)OC1CC(C)(C)NC(C)(C)C1. The Y is -6.21 log mol/L. (2) The drug is OCCF. The Y is 1.19 log mol/L. (3) The drug is S=c1[nH]c2ccccc2s1. The Y is -3.15 log mol/L. (4) The drug is Clc1ccc(-c2c(Cl)cccc2Cl)c(Cl)c1Cl. The Y is -6.78 log mol/L.